Dataset: Full USPTO retrosynthesis dataset with 1.9M reactions from patents (1976-2016). Task: Predict the reactants needed to synthesize the given product. Given the product [F:24][C:25]1[CH:31]=[CH:30][C:28]([NH:29][CH2:1][C:3]2[CH:23]=[CH:22][C:6]3[NH:7][C:8]([C@@H:10]4[CH2:14][CH2:13][CH2:12][N:11]4[C:15]([O:17][C:18]([CH3:21])([CH3:20])[CH3:19])=[O:16])=[N:9][C:5]=3[CH:4]=2)=[CH:27][CH:26]=1, predict the reactants needed to synthesize it. The reactants are: [CH:1]([C:3]1[CH:23]=[CH:22][C:6]2[NH:7][C:8]([C@@H:10]3[CH2:14][CH2:13][CH2:12][N:11]3[C:15]([O:17][C:18]([CH3:21])([CH3:20])[CH3:19])=[O:16])=[N:9][C:5]=2[CH:4]=1)=O.[F:24][C:25]1[CH:31]=[CH:30][C:28]([NH2:29])=[CH:27][CH:26]=1.CC(O)=O.C([BH3-])#N.[Na+].